This data is from Forward reaction prediction with 1.9M reactions from USPTO patents (1976-2016). The task is: Predict the product of the given reaction. (1) Given the reactants [N+:1]([C:4]1[CH:5]=[C:6]([C:10](=[O:12])[CH3:11])[CH:7]=[CH:8][CH:9]=1)([O-:3])=[O:2].[BH4-].[Na+], predict the reaction product. The product is: [N+:1]([C:4]1[CH:5]=[C:6]([CH:10]([OH:12])[CH3:11])[CH:7]=[CH:8][CH:9]=1)([O-:3])=[O:2]. (2) Given the reactants [F:1][C:2]1[CH:9]=[C:8]([F:10])[CH:7]=[C:6]([OH:11])[C:3]=1[CH:4]=O.[C:12](OCC)(=[O:17])[CH2:13][C:14]([CH3:16])=[O:15].N1CCCCC1, predict the reaction product. The product is: [C:14]([C:13]1[C:12](=[O:17])[O:11][C:6]2[C:3]([CH:4]=1)=[C:2]([F:1])[CH:9]=[C:8]([F:10])[CH:7]=2)(=[O:15])[CH3:16].